From a dataset of Catalyst prediction with 721,799 reactions and 888 catalyst types from USPTO. Predict which catalyst facilitates the given reaction. (1) Reactant: C(=O)(O)[O-].[Na+].[NH2:6][C:7]1[CH:12]=[CH:11][N:10]2[CH:13]=[C:14]([CH3:16])[N:15]=[C:9]2[C:8]=1[Br:17].Cl[C:19]([O:21][CH2:22][CH3:23])=[O:20].O. Product: [Br:17][C:8]1[C:9]2[N:10]([CH:13]=[C:14]([CH3:16])[N:15]=2)[CH:11]=[CH:12][C:7]=1[NH:6][C:19]([O:21][CH2:22][CH3:23])=[O:20]. The catalyst class is: 172. (2) Reactant: Cl[C:2]1[N:10]=[C:9]2[C:5]([N:6]=[CH:7][N:8]2[CH2:11][CH2:12][CH3:13])=[C:4]([NH:14][CH2:15][C:16]2[S:17][C:18]([CH3:21])=[CH:19][CH:20]=2)[N:3]=1.[NH2:22][C@H:23]([CH2:26][CH3:27])[CH2:24][OH:25]. Product: [CH3:21][C:18]1[S:17][C:16]([CH2:15][NH:14][C:4]2[N:3]=[C:2]([NH:22][C@H:23]([CH2:26][CH3:27])[CH2:24][OH:25])[N:10]=[C:9]3[C:5]=2[N:6]=[CH:7][N:8]3[CH2:11][CH2:12][CH3:13])=[CH:20][CH:19]=1. The catalyst class is: 6. (3) Reactant: F[C:2]1[CH:7]=[CH:6][C:5]([N+:8]([O-:10])=[O:9])=[CH:4][C:3]=1[F:11].[C:12]([C:14]([C:17]1[CH:18]=[C:19]([CH:31]=[CH:32][CH:33]=1)[C:20]([NH:22][C:23]1[CH:28]=[C:27]([OH:29])[CH:26]=[CH:25][C:24]=1C)=[O:21])([CH3:16])[CH3:15])#[N:13].C(=O)([O-])[O-].[K+].[K+]. Product: [C:12]([C:14]([C:17]1[CH:18]=[C:19]([CH:31]=[CH:32][CH:33]=1)[C:20]([NH:22][C:23]1[CH:24]=[CH:25][CH:26]=[C:27]([O:29][C:2]2[CH:7]=[CH:6][C:5]([N+:8]([O-:10])=[O:9])=[CH:4][C:3]=2[F:11])[CH:28]=1)=[O:21])([CH3:16])[CH3:15])#[N:13]. The catalyst class is: 9. (4) Reactant: [OH:1][CH2:2][C@@H:3]1[C@:12]2([CH3:13])[C@H:7]([C:8]([CH3:15])([CH3:14])[CH2:9][CH2:10][CH2:11]2)[CH2:6][CH2:5][C@@:4]1([CH3:17])[OH:16].C(N(CC)CC)C.[CH3:25][S:26](Cl)(=[O:28])=[O:27]. Product: [CH3:25][S:26]([O:1][CH2:2][C@@H:3]1[C@:12]2([CH3:13])[C@H:7]([C:8]([CH3:15])([CH3:14])[CH2:9][CH2:10][CH2:11]2)[CH2:6][CH2:5][C@:4]1([OH:16])[CH3:17])(=[O:28])=[O:27]. The catalyst class is: 3.